The task is: Regression. Given a peptide amino acid sequence and an MHC pseudo amino acid sequence, predict their binding affinity value. This is MHC class I binding data.. This data is from Peptide-MHC class I binding affinity with 185,985 pairs from IEDB/IMGT. The MHC is Mamu-B17 with pseudo-sequence Mamu-B17. The peptide sequence is MTLTEEVQW. The binding affinity (normalized) is 0.334.